The task is: Predict the reactants needed to synthesize the given product.. This data is from Full USPTO retrosynthesis dataset with 1.9M reactions from patents (1976-2016). (1) Given the product [Cl:42][C:43]1[CH:48]=[CH:47][C:46]([C:49]2[O:50][C:51]([CH:54]([NH:64][C:76](=[O:77])[CH2:75][C:69]3[C:68]4[C:72](=[CH:73][CH:74]=[C:66]([F:65])[CH:67]=4)[NH:71][CH:70]=3)[CH2:55][C:56]3[CH:61]=[C:60]([F:62])[CH:59]=[C:58]([F:63])[CH:57]=3)=[CH:52][N:53]=2)=[CH:45][CH:44]=1, predict the reactants needed to synthesize it. The reactants are: FC1C=C(C[C@H](NC(=O)CN2C3CCCCC=3C(C(F)(F)F)=N2)C2N(C3C=CC(OC)=CC=3)C=CN=2)C=C(F)C=1.Cl.[Cl:42][C:43]1[CH:48]=[CH:47][C:46]([C:49]2[O:50][C:51]([CH:54]([NH2:64])[CH2:55][C:56]3[CH:61]=[C:60]([F:62])[CH:59]=[C:58]([F:63])[CH:57]=3)=[CH:52][N:53]=2)=[CH:45][CH:44]=1.[F:65][C:66]1[CH:67]=[C:68]2[C:72](=[CH:73][CH:74]=1)[NH:71][CH:70]=[C:69]2[CH2:75][C:76](O)=[O:77]. (2) Given the product [C:17]([O:21][C:22](=[O:36])[NH:23][CH2:24]/[CH:25]=[CH:26]/[C:2]1[C:11]2[C:6](=[CH:7][C:8]([Cl:12])=[CH:9][CH:10]=2)[C:5]2=[N:13][NH:14][C:15](=[O:16])[N:4]2[CH:3]=1)([CH3:20])([CH3:19])[CH3:18], predict the reactants needed to synthesize it. The reactants are: Br[C:2]1[C:11]2[C:6](=[CH:7][C:8]([Cl:12])=[CH:9][CH:10]=2)[C:5]2=[N:13][NH:14][C:15](=[O:16])[N:4]2[CH:3]=1.[C:17]([O:21][C:22](=[O:36])[NH:23][CH2:24]/[CH:25]=[CH:26]/B1OC(C)(C)C(C)(C)O1)([CH3:20])([CH3:19])[CH3:18]. (3) Given the product [CH3:1][O:2][C:3]1[CH:4]=[C:5]2[C:10](=[CH:11][C:12]=1[O:13][CH3:14])[N:9]=[CH:8][CH:7]=[C:6]2[O:15][C:16]1[CH:22]=[CH:21][C:19]([NH:20][C:29]([NH:42][C:41]2[CH:43]=[CH:44][C:38]([F:37])=[CH:39][C:40]=2[CH3:45])=[O:35])=[C:18]([CH3:23])[C:17]=1[CH3:24], predict the reactants needed to synthesize it. The reactants are: [CH3:1][O:2][C:3]1[CH:4]=[C:5]2[C:10](=[CH:11][C:12]=1[O:13][CH3:14])[N:9]=[CH:8][CH:7]=[C:6]2[O:15][C:16]1[CH:22]=[CH:21][C:19]([NH2:20])=[C:18]([CH3:23])[C:17]=1[CH3:24].ClC(Cl)(O[C:29](=[O:35])OC(Cl)(Cl)Cl)Cl.[F:37][C:38]1[CH:44]=[CH:43][C:41]([NH2:42])=[C:40]([CH3:45])[CH:39]=1.CO. (4) Given the product [Cl:1][C:2]1[CH:7]=[CH:6][C:5]([C:8]2[CH:13]=[C:12]([C:14]([F:17])([F:15])[F:16])[N:11]=[C:10]([C:18]3[CH:23]=[CH:22][N:21]=[C:20]([C:30]4[CH:29]=[N:28][C:27]([NH2:26])=[CH:32][CH:31]=4)[CH:19]=3)[N:9]=2)=[CH:4][C:3]=1[CH3:25], predict the reactants needed to synthesize it. The reactants are: [Cl:1][C:2]1[CH:7]=[CH:6][C:5]([C:8]2[CH:13]=[C:12]([C:14]([F:17])([F:16])[F:15])[N:11]=[C:10]([C:18]3[CH:23]=[CH:22][N:21]=[C:20](Cl)[CH:19]=3)[N:9]=2)=[CH:4][C:3]=1[CH3:25].[NH2:26][C:27]1[CH:32]=[CH:31][C:30](B2OC(C)(C)C(C)(C)O2)=[CH:29][N:28]=1. (5) Given the product [C:16]([NH:1][C:2]1[CH:11]=[C:10]([C:12]([F:13])([F:14])[F:15])[CH:9]=[CH:8][C:3]=1[C:4]([O:6][CH3:7])=[O:5])(=[O:18])[CH3:17], predict the reactants needed to synthesize it. The reactants are: [NH2:1][C:2]1[CH:11]=[C:10]([C:12]([F:15])([F:14])[F:13])[CH:9]=[CH:8][C:3]=1[C:4]([O:6][CH3:7])=[O:5].[C:16](OC(=O)C)(=[O:18])[CH3:17].N1C=CC=CC=1.